Dataset: Full USPTO retrosynthesis dataset with 1.9M reactions from patents (1976-2016). Task: Predict the reactants needed to synthesize the given product. Given the product [C:1]1([CH2:7][C:8]([N:10]2[CH2:15][CH2:14][N:13]([CH2:16][CH2:17][CH2:18][C:19]3([C:32]([OH:34])=[O:33])[C:31]4[CH:30]=[CH:29][CH:28]=[CH:27][C:26]=4[C:25]4[C:20]3=[CH:21][CH:22]=[CH:23][CH:24]=4)[CH2:12][CH2:11]2)=[O:9])[CH:6]=[CH:5][CH:4]=[CH:3][CH:2]=1, predict the reactants needed to synthesize it. The reactants are: [C:1]1([CH2:7][C:8]([N:10]2[CH2:15][CH2:14][N:13]([CH2:16][CH2:17][CH2:18][C:19]3([C:32]([O:34]C)=[O:33])[C:31]4[CH:30]=[CH:29][CH:28]=[CH:27][C:26]=4[C:25]4[C:20]3=[CH:21][CH:22]=[CH:23][CH:24]=4)[CH2:12][CH2:11]2)=[O:9])[CH:6]=[CH:5][CH:4]=[CH:3][CH:2]=1.[OH-].[Na+].